From a dataset of Full USPTO retrosynthesis dataset with 1.9M reactions from patents (1976-2016). Predict the reactants needed to synthesize the given product. (1) The reactants are: [Cl:1][C:2]1[CH:7]=[C:6]([C:8](=[NH:22])[NH:9][C:10](=[O:21])[C:11]2[C:16](F)=[CH:15][N:14]=[CH:13][C:12]=2[CH:18]2[CH2:20][CH2:19]2)[CH:5]=[CH:4][N:3]=1.C([O-])([O-])=O.[Cs+].[Cs+].CC(N(C)C)=O. Given the product [Cl:1][C:2]1[CH:7]=[C:6]([C:8]2[N:9]=[C:10]([OH:21])[C:11]3[C:12]([CH:18]4[CH2:20][CH2:19]4)=[CH:13][N:14]=[CH:15][C:16]=3[N:22]=2)[CH:5]=[CH:4][N:3]=1, predict the reactants needed to synthesize it. (2) Given the product [Cl:15][C:13]1[CH:12]=[C:4]([CH:3]=[C:2]([Cl:1])[CH:14]=1)[CH2:5][N:6]1[CH:10]=[CH:9][N:8]=[C:7]1[NH:11][CH2:23][C:22]1[CH:25]=[CH:26][CH:27]=[C:20]([O:19][CH3:18])[CH:21]=1, predict the reactants needed to synthesize it. The reactants are: [Cl:1][C:2]1[CH:3]=[C:4]([CH:12]=[C:13]([Cl:15])[CH:14]=1)[CH2:5][N:6]1[CH:10]=[CH:9][N:8]=[C:7]1[NH2:11].[H-].[Na+].[CH3:18][O:19][C:20]1[CH:21]=[C:22]([CH:25]=[CH:26][CH:27]=1)[CH2:23]Br. (3) Given the product [CH3:21][O:22][C:23]1[CH:24]=[C:25]([C:8]2([CH:11]3[C:12](=[O:20])[O:13][C:14]([CH3:18])([CH3:19])[O:15][C:16]3=[O:17])[CH2:7][CH2:6][C:5]3([O:4][CH2:3][CH2:2][O:1]3)[CH2:10][CH2:9]2)[CH:26]=[C:27]([O:29][CH3:30])[CH:28]=1, predict the reactants needed to synthesize it. The reactants are: [O:1]1[C:5]2([CH2:10][CH2:9][C:8](=[C:11]3[C:16](=[O:17])[O:15][C:14]([CH3:19])([CH3:18])[O:13][C:12]3=[O:20])[CH2:7][CH2:6]2)[O:4][CH2:3][CH2:2]1.[CH3:21][O:22][C:23]1[CH:24]=[C:25]([Mg]Cl)[CH:26]=[C:27]([O:29][CH3:30])[CH:28]=1.